From a dataset of Catalyst prediction with 721,799 reactions and 888 catalyst types from USPTO. Predict which catalyst facilitates the given reaction. Reactant: [CH2:1]([N:3]([CH2:7][CH2:8][N:9]1C(=O)C2=CC=CC=C2C1=O)[CH2:4][CH2:5][F:6])[CH3:2].O.NN. Product: [NH2:9][CH2:8][CH2:7][N:3]([CH2:1][CH3:2])[CH2:4][CH2:5][F:6]. The catalyst class is: 8.